The task is: Predict the reaction yield, written as a fraction of the theoretical maximum amount of product (1.0 means a 100% yield; for example, 0.34 means a 34% yield).. This data is from Reaction yield outcomes from USPTO patents with 853,638 reactions. The reactants are [C:1]([O:5][C:6]([N:8]1[CH2:26][CH2:25][C:11]2([C:15](=[O:16])[N:14]([C:17]3[C:18]([CH3:24])=[N:19][C:20](Br)=[CH:21][CH:22]=3)[CH2:13][CH2:12]2)[CH2:10][CH2:9]1)=[O:7])([CH3:4])([CH3:3])[CH3:2].[CH3:27][C@H:28]1[CH2:32][CH2:31][CH2:30][N:29]1[C@H:33]1[CH2:37][CH2:36][NH:35][CH2:34]1.CC(C)([O-])C.[Na+]. The catalyst is C1C=CC(/C=C/C(/C=C/C2C=CC=CC=2)=O)=CC=1.C1C=CC(/C=C/C(/C=C/C2C=CC=CC=2)=O)=CC=1.C1C=CC(/C=C/C(/C=C/C2C=CC=CC=2)=O)=CC=1.[Pd].[Pd].C1(C)C=CC=CC=1. The product is [C:1]([O:5][C:6]([N:8]1[CH2:26][CH2:25][C:11]2([C:15](=[O:16])[N:14]([C:17]3[C:18]([CH3:24])=[N:19][C:20]([N:35]4[CH2:36][CH2:37][C@H:33]([N:29]5[CH2:30][CH2:31][CH2:32][C@@H:28]5[CH3:27])[CH2:34]4)=[CH:21][CH:22]=3)[CH2:13][CH2:12]2)[CH2:10][CH2:9]1)=[O:7])([CH3:4])([CH3:3])[CH3:2]. The yield is 0.570.